From a dataset of Forward reaction prediction with 1.9M reactions from USPTO patents (1976-2016). Predict the product of the given reaction. (1) Given the reactants C(OC([C:8]1[NH:17][C:16]2[CH2:15][CH2:14][CH2:13][N:12]([CH2:18][CH2:19][N:20]3[CH2:25][CH2:24][CH2:23][CH2:22][CH2:21]3)[C:11](=[O:26])[C:10]=2[C:9]=1[CH3:27])=O)(C)(C)C.Cl, predict the reaction product. The product is: [CH3:27][C:9]1[C:10]2[C:11](=[O:26])[N:12]([CH2:18][CH2:19][N:20]3[CH2:25][CH2:24][CH2:23][CH2:22][CH2:21]3)[CH2:13][CH2:14][CH2:15][C:16]=2[NH:17][CH:8]=1. (2) Given the reactants [Cl:1][C:2]1[C:3]([O:12][C:13]2[CH:18]=[C:17]([O:19][CH2:20][CH2:21][O:22][CH3:23])[CH:16]=[CH:15][C:14]=2/[CH:24]=[CH:25]/[C:26]([OH:28])=O)=[N:4][CH:5]=[C:6]([C:8]([F:11])([F:10])[F:9])[CH:7]=1.[CH2:29]([S:34]([NH2:37])(=[O:36])=[O:35])[CH2:30][CH2:31][CH2:32][CH3:33].N12CCCN=C1CCCCC2, predict the reaction product. The product is: [Cl:1][C:2]1[C:3]([O:12][C:13]2[CH:18]=[C:17]([O:19][CH2:20][CH2:21][O:22][CH3:23])[CH:16]=[CH:15][C:14]=2/[CH:24]=[CH:25]/[C:26]([NH:37][S:34]([CH2:29][CH2:30][CH2:31][CH2:32][CH3:33])(=[O:36])=[O:35])=[O:28])=[N:4][CH:5]=[C:6]([C:8]([F:9])([F:10])[F:11])[CH:7]=1. (3) Given the reactants C(C1NC(C(N[C@H](C(NC(C=O)CC(O)=O)=O)C)=O)=CC=1)C1C=CC=CC=1.C([C:35]1[NH:39][C:38]([C:40]([NH:42][C@@H:43]([C:45]([NH:47][C@H:48]2[CH2:52][C:51](=[O:53])[O:50][C@@H:49]2[O:54][CH2:55][C:56]2[CH:61]=[CH:60][CH:59]=[CH:58][CH:57]=2)=[O:46])[CH3:44])=[O:41])=[CH:37][CH:36]=1)C1C=CC=CC=1.[K+].[Br-], predict the reaction product. The product is: [NH:39]1[CH:35]=[CH:36][CH:37]=[C:38]1[C:40]([NH:42][C@@H:43]([C:45]([NH:47][C@H:48]1[CH2:52][C:51](=[O:53])[O:50][C@@H:49]1[O:54][CH2:55][C:56]1[CH:61]=[CH:60][CH:59]=[CH:58][CH:57]=1)=[O:46])[CH3:44])=[O:41]. (4) Given the reactants [CH3:1][O:2][C:3]1[C:12]([CH2:13][CH2:14][N:15]2[CH2:20][CH2:19][CH:18]([N:21]3[C:29]4[C:24](=[CH:25][CH:26]=[C:27]([C:30]([NH:32][CH3:33])=[O:31])[CH:28]=4)[CH:23]=[CH:22]3)[CH2:17][CH2:16]2)=[C:11]2[C:6]([C:7](=[O:36])[CH2:8][C:9]([CH3:35])([CH3:34])[O:10]2)=[CH:5][CH:4]=1.O1CCCC1.[C:42]([OH:51])(=[O:50])[C@@H:43]([C@H:45]([C:47]([OH:49])=[O:48])[OH:46])[OH:44], predict the reaction product. The product is: [C:47]([C@@H:45]([C@H:43]([C:42]([OH:51])=[O:50])[OH:44])[OH:46])([OH:49])=[O:48].[CH3:1][O:2][C:3]1[C:12]([CH2:13][CH2:14][N:15]2[CH2:20][CH2:19][CH:18]([N:21]3[C:29]4[C:24](=[CH:25][CH:26]=[C:27]([C:30]([NH:32][CH3:33])=[O:31])[CH:28]=4)[CH:23]=[CH:22]3)[CH2:17][CH2:16]2)=[C:11]2[C:6]([C:7](=[O:36])[CH2:8][C:9]([CH3:34])([CH3:35])[O:10]2)=[CH:5][CH:4]=1. (5) Given the reactants [C:1]([C:4]1[CH:5]=[C:6]([CH:17]=[CH:18][CH:19]=1)[O:7][C:8]1[CH:13]=[CH:12][C:11]([N+:14]([O-:16])=[O:15])=[CH:10][CH:9]=1)(O)=[O:2].C[CH2:21][N:22]=C=NCCCN(C)C.Cl.CN, predict the reaction product. The product is: [CH3:21][NH:22][C:1]([C:4]1[CH:5]=[C:6]([CH:17]=[CH:18][CH:19]=1)[O:7][C:8]1[CH:13]=[CH:12][C:11]([N+:14]([O-:16])=[O:15])=[CH:10][CH:9]=1)=[O:2].